This data is from M1 muscarinic receptor antagonist screen with 61,756 compounds. The task is: Binary Classification. Given a drug SMILES string, predict its activity (active/inactive) in a high-throughput screening assay against a specified biological target. (1) The compound is O1c2n[nH]c(c2C(c2cc(Cn3nnc4c3cccc4)c(OC)cc2)C(=C1N)C#N)C. The result is 0 (inactive). (2) The molecule is o1nc(cc1CC(C)C)C(=O)Nc1n(nc(c1)C)c1ccccc1. The result is 0 (inactive). (3) The compound is OC(Cn1c2c(n(c(=O)[nH]c2=O)C)nc1NCCCOC(C)C)COc1cc(ccc1)C. The result is 0 (inactive). (4) The compound is O=C(N1CCCC1)c1ccc(NC(=O)Cn2nc(c3c(c2=O)cccc3)C)cc1. The result is 0 (inactive). (5) The compound is s1c2CCCCc2c(c1NC(=O)c1noc(CC(C)C)c1)C#N. The result is 0 (inactive). (6) The molecule is O=c1n(c2c(n1C)cccc2)CC(=O)N(C)C. The result is 0 (inactive). (7) The compound is O=c1n(c(NC(=O)c2occc2)cc(=O)n1C)C. The result is 0 (inactive). (8) The molecule is O1C(CN(C(C(=O)NC2CCCCC2)c2ccc(OC)cc2)C(=O)CNC(=O)c2occc2)CCC1. The result is 0 (inactive). (9) The compound is S(c1nc(N)c(c(c2ccc(cc2)C)c1C#N)C#N)CCC. The result is 0 (inactive). (10) The compound is S=c1nc(n(c2CCCCc12)Cc1occc1)c1cc(OC)ccc1. The result is 0 (inactive).